Dataset: Reaction yield outcomes from USPTO patents with 853,638 reactions. Task: Predict the reaction yield, written as a fraction of the theoretical maximum amount of product (1.0 means a 100% yield; for example, 0.34 means a 34% yield). (1) The reactants are [Br:1][C:2]1[CH:9]=[C:8]([O:10][C:11]([F:14])([F:13])[F:12])[C:5]([NH:6][CH3:7])=[C:4]([N+:15]([O-])=O)[CH:3]=1.[CH2:18]([N:20]1[C:24]2=[N:25][CH:26]=[CH:27][CH:28]=[C:23]2[CH:22]=[C:21]1[CH:29]=O)[CH3:19].S(S([O-])=O)([O-])=O.[Na+].[Na+]. The catalyst is C(O)C.O.ClCCl. The product is [Br:1][C:2]1[CH:9]=[C:8]([O:10][C:11]([F:12])([F:13])[F:14])[C:5]2[N:6]([CH3:7])[C:29]([C:21]3[N:20]([CH2:18][CH3:19])[C:24]4=[N:25][CH:26]=[CH:27][CH:28]=[C:23]4[CH:22]=3)=[N:15][C:4]=2[CH:3]=1. The yield is 0.330. (2) The reactants are Cl[C:2]1[CH:7]=[CH:6][C:5]([O:8][CH3:9])=[CH:4][C:3]=1[N+:10]([O-:12])=[O:11].[CH3:13][C:14]1(C)[C:18](C)(C)OB(C(C)=C)O1.C(=O)([O-])[O-].[Na+].[Na+].O1CCOCC1.O. The catalyst is O.Cl[Pd](Cl)([P](C1C=CC=CC=1)(C1C=CC=CC=1)C1C=CC=CC=1)[P](C1C=CC=CC=1)(C1C=CC=CC=1)C1C=CC=CC=1. The product is [CH3:9][O:8][C:5]1[CH:6]=[CH:7][C:2]([C:14]([CH3:18])=[CH2:13])=[C:3]([N+:10]([O-:12])=[O:11])[CH:4]=1. The yield is 0.530. (3) The reactants are [H-].[H-].[H-].[H-].[Li+].[Al+3].[CH:7]1([CH2:13][C@H:14]([CH2:19][CH:20]=[CH2:21])[C:15]([NH:17][CH3:18])=O)[CH2:12][CH2:11][CH2:10][CH2:9][CH2:8]1.O.[OH-].[Na+]. The catalyst is C1COCC1. The product is [CH:7]1([CH2:13][C@H:14]([CH2:19][CH:20]=[CH2:21])[CH2:15][NH:17][CH3:18])[CH2:12][CH2:11][CH2:10][CH2:9][CH2:8]1. The yield is 0.910. (4) The yield is 0.620. The reactants are [CH3:1][O:2][C:3]1[CH:15]=[CH:14][C:6]([CH2:7][N:8]2[C:12]([NH2:13])=[CH:11][CH:10]=[N:9]2)=[CH:5][CH:4]=1.C([O:18][CH:19]=[C:20]([C:26](OCC)=O)[C:21]([O:23][CH2:24][CH3:25])=[O:22])C. The product is [OH:18][C:19]1[C:20]([C:21]([O:23][CH2:24][CH3:25])=[O:22])=[CH:26][N:13]=[C:12]2[N:8]([CH2:7][C:6]3[CH:5]=[CH:4][C:3]([O:2][CH3:1])=[CH:15][CH:14]=3)[N:9]=[CH:10][C:11]=12. No catalyst specified. (5) The reactants are [OH:1][C:2]1[C:11]2[C:6](=[CH:7][CH:8]=[CH:9][CH:10]=2)[CH:5]=[CH:4][C:3]=1[C:12]([O:14][CH3:15])=[O:13].[CH3:16][C@@H:17](O)[CH2:18][CH:19]=[CH2:20].C1(P(C2C=CC=CC=2)C2C=CC=CC=2)C=CC=CC=1.N(/C(OCC)=O)=N/C(OCC)=O. The catalyst is C1COCC1. The product is [CH3:20][C@H:19]([O:1][C:2]1[C:11]2[C:6](=[CH:7][CH:8]=[CH:9][CH:10]=2)[CH:5]=[CH:4][C:3]=1[C:12]([O:14][CH3:15])=[O:13])[CH2:18][CH:17]=[CH2:16]. The yield is 0.748. (6) The reactants are Cl.[CH2:2]([O:4][C:5]([CH2:7][N:8]1[CH2:13][C:12]2[CH:14]=[C:15](/[CH:18]=[CH:19]/[C:20]([OH:22])=O)[CH:16]=[N:17][C:11]=2[NH:10][C:9]1=[O:23])=[O:6])[CH3:3].Cl.[CH3:25][N:26]1[CH2:32][C:31]2[CH:33]=[C:34](/[CH:37]=[CH:38]/[C:39](O)=O)C=N[C:30]=2[NH:29][C:28](=O)[CH2:27]1.CNCC1N(C)C2C(C=1)=CC=CC=2.CNCC1C=CC2C(=CC=CC=2)C=1CCC. No catalyst specified. The product is [CH2:2]([O:4][C:5](=[O:6])[CH2:7][N:8]1[CH2:13][C:12]2[CH:14]=[C:15](/[CH:18]=[CH:19]/[C:20](=[O:22])[N:29]([CH3:30])[CH2:28][C:27]3[N:26]([CH3:25])[C:32]4[C:38]([CH:39]=3)=[CH:37][CH:34]=[CH:33][CH:31]=4)[CH:16]=[N:17][C:11]=2[NH:10][C:9]1=[O:23])[CH3:3]. The yield is 0.890. (7) The reactants are [F:1][C:2]1[C:3]([O:44]COCC[Si](C)(C)C)=[CH:4][C:5]([CH2:42][CH3:43])=[C:6]([C:8]2[N:13]=[C:12]([NH:14][CH2:15][C:16]3[CH:21]=[CH:20][CH:19]=[CH:18][C:17]=3[N:22]([CH3:27])[S:23]([CH3:26])(=[O:25])=[O:24])[C:11]3[C:28]([C:39](O)=O)=[N:29][N:30](COCC[Si](C)(C)C)[C:10]=3[CH:9]=2)[CH:7]=1.Cl.NN.F[P-](F)(F)(F)(F)F.[N:63]1(O[P+](N(C)C)(N(C)C)N(C)C)[C:67]2[CH:68]=CC=CC=2N=[N:64]1.CC[N:85](C(C)C)C(C)C.Cl.C(=N)(N)C. The catalyst is C1COCC1.COCCO. The product is [CH2:42]([C:5]1[CH:4]=[C:3]([OH:44])[C:2]([F:1])=[CH:7][C:6]=1[C:8]1[N:13]=[C:12]([NH:14][CH2:15][C:16]2[CH:21]=[CH:20][CH:19]=[CH:18][C:17]=2[N:22]([CH3:27])[S:23]([CH3:26])(=[O:24])=[O:25])[C:11]2[C:28]([C:39]3[NH:85][C:67]([CH3:68])=[N:63][N:64]=3)=[N:29][NH:30][C:10]=2[CH:9]=1)[CH3:43]. The yield is 0.880. (8) The reactants are [C:1]([O:4][C@@H:5]([C:9]1[CH:14]=[CH:13][CH:12]=[CH:11][CH:10]=1)[C:6]([OH:8])=[O:7])(=[O:3])[CH3:2].[Cl:15][C:16]1[CH:17]=[N+:18]([O-:41])[CH:19]=[C:20]([Cl:40])[C:21]=1[CH2:22][C@@H:23]([C:25]1[CH:30]=[CH:29][C:28]([O:31][CH:32]([F:34])[F:33])=[C:27]([O:35][CH2:36][CH:37]2[CH2:39][CH2:38]2)[CH:26]=1)O.C(Cl)CCl. The catalyst is CN(C1C=CN=CC=1)C.C(Cl)Cl. The product is [C:1]([O:4][C@@H:5]([C:9]1[CH:14]=[CH:13][CH:12]=[CH:11][CH:10]=1)[C:6]([O:8][C@H:23]([C:25]1[CH:30]=[CH:29][C:28]([O:31][CH:32]([F:33])[F:34])=[C:27]([O:35][CH2:36][CH:37]2[CH2:38][CH2:39]2)[CH:26]=1)[CH2:22][C:21]1[C:20]([Cl:40])=[CH:19][N+:18]([O-:41])=[CH:17][C:16]=1[Cl:15])=[O:7])(=[O:3])[CH3:2]. The yield is 0.890.